The task is: Predict which catalyst facilitates the given reaction.. This data is from Catalyst prediction with 721,799 reactions and 888 catalyst types from USPTO. (1) Reactant: FC(F)(F)[C:3]([C:5]1[C:13]2[C:8](=[CH:9][CH:10]=[CH:11][C:12]=2[C:14]([F:17])([F:16])[F:15])[N:7]([CH2:18][CH2:19][O:20][CH3:21])[CH:6]=1)=[O:4].C[OH:25]. Product: [CH3:21][O:20][CH2:19][CH2:18][N:7]1[C:8]2[C:13](=[C:12]([C:14]([F:17])([F:16])[F:15])[CH:11]=[CH:10][CH:9]=2)[C:5]([C:3]([OH:4])=[O:25])=[CH:6]1. The catalyst class is: 74. (2) Reactant: C(O)(C(F)(F)F)=O.C(OC([N:15](C(OC(C)(C)C)=O)[C:16]1[N:17]=[CH:18][C:19]([C:33]2[CH:38]=[CH:37][C:36]([S:39]([CH:42]3[CH2:47][CH2:46][CH2:45][N:44](C(OC(C)(C)C)=O)[CH2:43]3)(=[O:41])=[O:40])=[CH:35][CH:34]=2)=[N:20][C:21]=1[C:22]1[O:26][N:25]=[C:24]([C:27]2[CH:32]=[CH:31][CH:30]=[CH:29][CH:28]=2)[CH:23]=1)=O)(C)(C)C. Product: [C:27]1([C:24]2[CH:23]=[C:22]([C:21]3[C:16]([NH2:15])=[N:17][CH:18]=[C:19]([C:33]4[CH:34]=[CH:35][C:36]([S:39]([CH:42]5[CH2:47][CH2:46][CH2:45][NH:44][CH2:43]5)(=[O:41])=[O:40])=[CH:37][CH:38]=4)[N:20]=3)[O:26][N:25]=2)[CH:28]=[CH:29][CH:30]=[CH:31][CH:32]=1. The catalyst class is: 2.